This data is from Forward reaction prediction with 1.9M reactions from USPTO patents (1976-2016). The task is: Predict the product of the given reaction. (1) Given the reactants C(OC(=O)[NH:7][C:8]1[O:9][CH2:10][C:11]([F:35])([F:34])[C@:12]([C:15]2[CH:20]=[C:19]([NH:21][CH:22]3[C:30]4[N:29]=[CH:28][C:27]([C:31]#[N:32])=[CH:26][C:25]=4[CH2:24][CH2:23]3)[CH:18]=[CH:17][C:16]=2[F:33])([CH3:14])[N:13]=1)(C)(C)C.Cl.C(=O)(O)[O-].[Na+], predict the reaction product. The product is: [NH2:7][C:8]1[O:9][CH2:10][C:11]([F:34])([F:35])[C@:12]([C:15]2[CH:20]=[C:19]([NH:21][CH:22]3[C:30]4[N:29]=[CH:28][C:27]([C:31]#[N:32])=[CH:26][C:25]=4[CH2:24][CH2:23]3)[CH:18]=[CH:17][C:16]=2[F:33])([CH3:14])[N:13]=1. (2) Given the reactants [NH2:1][C:2]1[C:10]([Cl:11])=[CH:9][CH:8]=[CH:7][C:3]=1[C:4]([NH2:6])=O.[Cl:12][C:13]1[CH:21]=[CH:20][CH:19]=[CH:18][C:14]=1[C:15](Cl)=O.[NH:22]1[CH2:26][CH2:25][CH2:24][CH2:23]1, predict the reaction product. The product is: [Cl:11][C:10]1[CH:9]=[CH:8][CH:7]=[C:3]2[C:2]=1[N:1]=[C:15]([C:14]1[CH:18]=[CH:19][CH:20]=[CH:21][C:13]=1[Cl:12])[N:6]=[C:4]2[N:22]1[CH2:26][CH2:25][CH2:24][CH2:23]1. (3) Given the reactants C(OC(=O)[NH:7][C:8]1[CH:13]=[C:12]([N:14]([CH3:16])[CH3:15])[C:11]([F:17])=[CH:10][C:9]=1[NH:18][C:19](=[O:35])[CH2:20][C:21]([C:23]1[CH:28]=[CH:27][CH:26]=[C:25]([C:29]2[O:33][N:32]=[C:31]([CH3:34])[CH:30]=2)[CH:24]=1)=O)(C)(C)C.C(O)(C(F)(F)F)=O, predict the reaction product. The product is: [CH3:15][N:14]([CH3:16])[C:12]1[C:11]([F:17])=[CH:10][C:9]2[NH:18][C:19](=[O:35])[CH2:20][C:21]([C:23]3[CH:28]=[CH:27][CH:26]=[C:25]([C:29]4[O:33][N:32]=[C:31]([CH3:34])[CH:30]=4)[CH:24]=3)=[N:7][C:8]=2[CH:13]=1. (4) Given the reactants [F:1][C:2]1[CH:7]=[CH:6][C:5]([C:8]([N:11]2[CH2:16][CH2:15][NH:14][CH2:13][CH2:12]2)([CH3:10])[CH3:9])=[CH:4][CH:3]=1.Cl[C:18]1[CH:19]=[CH:20][C:21]2[N:22]([C:24]([CH:27]([F:29])[F:28])=[N:25][N:26]=2)[N:23]=1, predict the reaction product. The product is: [F:29][CH:27]([F:28])[C:24]1[N:22]2[N:23]=[C:18]([N:14]3[CH2:13][CH2:12][N:11]([C:8]([C:5]4[CH:6]=[CH:7][C:2]([F:1])=[CH:3][CH:4]=4)([CH3:10])[CH3:9])[CH2:16][CH2:15]3)[CH:19]=[CH:20][C:21]2=[N:26][N:25]=1. (5) Given the reactants [CH3:1][C:2]1[N:6]=[C:5]([C:7]2[S:11][C:10]([NH2:12])=[N:9][C:8]=2[C:13]2[CH:18]=[CH:17][CH:16]=[CH:15][CH:14]=2)[O:4][N:3]=1.[S:19]1[CH:23]=[CH:22][C:21]([C:24](Cl)=[O:25])=[CH:20]1, predict the reaction product. The product is: [CH3:1][C:2]1[N:6]=[C:5]([C:7]2[S:11][C:10]([NH:12][C:24]([C:21]3[CH:22]=[CH:23][S:19][CH:20]=3)=[O:25])=[N:9][C:8]=2[C:13]2[CH:14]=[CH:15][CH:16]=[CH:17][CH:18]=2)[O:4][N:3]=1. (6) The product is: [OH:16][C:11]1[CH:10]=[CH:9][CH:8]=[C:7]2[C:12]=1[O:13][C:14]1[CH:15]=[C:2]([C:26]3[CH:31]=[CH:30][CH:29]=[CH:28][C:27]=3[NH:32][C:33](=[O:35])[CH3:34])[CH:3]=[CH:4][C:5]=1[C:6]2=[O:17]. Given the reactants Br[C:2]1[CH:3]=[CH:4][C:5]2[C:6](=[O:17])[C:7]3[C:12]([O:13][C:14]=2[CH:15]=1)=[C:11]([OH:16])[CH:10]=[CH:9][CH:8]=3.CC1(C)C(C)(C)OB([C:26]2[CH:31]=[CH:30][CH:29]=[CH:28][C:27]=2[NH:32][C:33](=[O:35])[CH3:34])O1.C(=O)([O-])[O-].[Cs+].[Cs+], predict the reaction product. (7) Given the reactants C1(C)C=CC=CC=1.C(=O)([O-])[O-].[Na+].[Na+].Br[C:15]1[CH:16]=[C:17]([O:21][CH2:22][CH3:23])[CH:18]=[CH:19][CH:20]=1.[OH:24][CH2:25][C:26]1[CH:31]=[CH:30][C:29](B(O)O)=[CH:28][CH:27]=1, predict the reaction product. The product is: [CH2:22]([O:21][C:17]1[CH:16]=[C:15]([C:29]2[CH:30]=[CH:31][C:26]([CH2:25][OH:24])=[CH:27][CH:28]=2)[CH:20]=[CH:19][CH:18]=1)[CH3:23].